This data is from Reaction yield outcomes from USPTO patents with 853,638 reactions. The task is: Predict the reaction yield, written as a fraction of the theoretical maximum amount of product (1.0 means a 100% yield; for example, 0.34 means a 34% yield). The reactants are [NH2:1][C:2]1[N:3]=[N:4][C:5](Cl)=[CH:6][CH:7]=1.Cl.Cl[C:11]1C=CC=NC=1.[NH:17]1[CH2:22][CH2:21][NH:20][CH2:19][CH2:18]1.C(=O)([O-])[O-].[K+].[K+]. No catalyst specified. The product is [CH3:11][N:17]1[CH2:22][CH2:21][N:20]([C:5]2[N:4]=[N:3][C:2]([NH2:1])=[CH:7][CH:6]=2)[CH2:19][CH2:18]1. The yield is 0.530.